From a dataset of Full USPTO retrosynthesis dataset with 1.9M reactions from patents (1976-2016). Predict the reactants needed to synthesize the given product. (1) Given the product [O:35]1[C:39]2[CH:40]=[C:41]([S:44]([N:11]3[C:19]4[C:14](=[N:15][CH:16]=[CH:17][CH:18]=4)[C:13]([CH2:20][CH2:21][NH2:22])=[CH:12]3)(=[O:46])=[O:45])[CH:42]=[CH:43][C:38]=2[CH2:37][CH2:36]1, predict the reactants needed to synthesize it. The reactants are: C[Si]([N-][Si](C)(C)C)(C)C.[Na+].[NH:11]1[C:19]2[C:14](=[N:15][CH:16]=[CH:17][CH:18]=2)[C:13]([CH2:20][CH2:21][NH:22]C(=O)OC(C)(C)C)=[CH:12]1.CN(CC)C.[O:35]1[C:39]2[CH:40]=[C:41]([S:44](Cl)(=[O:46])=[O:45])[CH:42]=[CH:43][C:38]=2[CH2:37][CH2:36]1. (2) Given the product [OH:2][C:3]1[CH:4]=[C:5]([CH:8]=[CH:9][C:10]=1[OH:11])[C:6]#[N:7], predict the reactants needed to synthesize it. The reactants are: C[O:2][C:3]1[CH:4]=[C:5]([CH:8]=[CH:9][C:10]=1[OH:11])[C:6]#[N:7].[Br-].[Li+].CN(C=O)C.Cl. (3) Given the product [C:1]([C:5]1[CH:6]=[C:7]2[C:12](=[C:13]([F:15])[CH:14]=1)[C:11](=[O:16])[N:10]([C:17]1[CH:27]=[CH:26][CH:25]=[C:24]([C:28]3[CH:33]=[C:32]([NH:34][C:35]4[CH:40]=[CH:39][C:38]([CH2:41][N:42]5[CH2:45][CH:44]([O:46][CH3:47])[CH2:43]5)=[CH:37][N:36]=4)[C:31](=[O:48])[N:30]([CH3:49])[N:29]=3)[C:18]=1[CH2:19][OH:20])[N:9]=[CH:8]2)([CH3:4])([CH3:2])[CH3:3], predict the reactants needed to synthesize it. The reactants are: [C:1]([C:5]1[CH:6]=[C:7]2[C:12](=[C:13]([F:15])[CH:14]=1)[C:11](=[O:16])[N:10]([C:17]1[CH:27]=[CH:26][CH:25]=[C:24]([C:28]3[CH:33]=[C:32]([NH:34][C:35]4[CH:40]=[CH:39][C:38]([CH2:41][N:42]5[CH2:45][CH:44]([O:46][CH3:47])[CH2:43]5)=[CH:37][N:36]=4)[C:31](=[O:48])[N:30]([CH3:49])[N:29]=3)[C:18]=1[CH2:19][O:20]C(=O)C)[N:9]=[CH:8]2)([CH3:4])([CH3:3])[CH3:2].[OH-].[Na+]. (4) Given the product [OH:16][CH2:15][CH2:14][N:13]1[CH2:10][CH2:9][O:8][C:1](=[O:7])[C:2]1=[O:4], predict the reactants needed to synthesize it. The reactants are: [C:1]([O:8][CH2:9][CH3:10])(=[O:7])[C:2]([O:4]CC)=O.CO.[NH:13](CCO)[CH2:14][CH2:15][OH:16]. (5) Given the product [Cl:19][C:8]1[C:9]2[C:14](=[CH:13][C:12]([O:17][CH3:18])=[CH:11][CH:10]=2)[CH:15]=[CH:16][C:7]=1[C:27]1[CH:28]=[CH:29][C:24]([O:23][CH3:22])=[CH:25][CH:26]=1, predict the reactants needed to synthesize it. The reactants are: FC(F)(F)S(O[C:7]1[CH:16]=[CH:15][C:14]2[C:9](=[CH:10][CH:11]=[C:12]([O:17][CH3:18])[CH:13]=2)[C:8]=1[Cl:19])(=O)=O.[CH3:22][O:23][C:24]1[CH:29]=[CH:28][C:27](B(O)O)=[CH:26][CH:25]=1. (6) Given the product [Br:8][C:6]1[CH:7]=[C:2]([NH:1][C:15](=[O:19])[C:16]([CH3:10])([CH3:18])[CH3:17])[CH:3]=[N:4][CH:5]=1, predict the reactants needed to synthesize it. The reactants are: [NH2:1][C:2]1[CH:3]=[N:4][CH:5]=[C:6]([Br:8])[CH:7]=1.N1C=CC=C[CH:10]=1.[C:15](Cl)(=[O:19])[CH:16]([CH3:18])[CH3:17].